Dataset: NCI-60 drug combinations with 297,098 pairs across 59 cell lines. Task: Regression. Given two drug SMILES strings and cell line genomic features, predict the synergy score measuring deviation from expected non-interaction effect. (1) Drug 1: CCC1=CC2CC(C3=C(CN(C2)C1)C4=CC=CC=C4N3)(C5=C(C=C6C(=C5)C78CCN9C7C(C=CC9)(C(C(C8N6C)(C(=O)OC)O)OC(=O)C)CC)OC)C(=O)OC.C(C(C(=O)O)O)(C(=O)O)O. Drug 2: CC1CCCC2(C(O2)CC(NC(=O)CC(C(C(=O)C(C1O)C)(C)C)O)C(=CC3=CSC(=N3)C)C)C. Cell line: SF-539. Synergy scores: CSS=18.3, Synergy_ZIP=-1.27, Synergy_Bliss=-1.56, Synergy_Loewe=-0.925, Synergy_HSA=-0.772. (2) Drug 1: CCC1=CC2CC(C3=C(CN(C2)C1)C4=CC=CC=C4N3)(C5=C(C=C6C(=C5)C78CCN9C7C(C=CC9)(C(C(C8N6C)(C(=O)OC)O)OC(=O)C)CC)OC)C(=O)OC.C(C(C(=O)O)O)(C(=O)O)O. Drug 2: CC1C(C(CC(O1)OC2CC(OC(C2O)C)OC3=CC4=CC5=C(C(=O)C(C(C5)C(C(=O)C(C(C)O)O)OC)OC6CC(C(C(O6)C)O)OC7CC(C(C(O7)C)O)OC8CC(C(C(O8)C)O)(C)O)C(=C4C(=C3C)O)O)O)O. Cell line: CAKI-1. Synergy scores: CSS=40.5, Synergy_ZIP=-1.90, Synergy_Bliss=0.544, Synergy_Loewe=4.32, Synergy_HSA=4.40.